Dataset: Full USPTO retrosynthesis dataset with 1.9M reactions from patents (1976-2016). Task: Predict the reactants needed to synthesize the given product. (1) Given the product [NH2:1][C:2]1[C:7]([C:8]([C:10]2[C:15]([OH:16])=[C:14]([O:18][CH3:19])[CH:13]=[C:12]([F:20])[C:11]=2[F:21])=[O:9])=[CH:6][N:5]=[C:4]([NH:22][CH:23]2[CH2:24][CH2:25][N:26]([S:29]([CH3:32])(=[O:30])=[O:31])[CH2:27][CH2:28]2)[N:3]=1, predict the reactants needed to synthesize it. The reactants are: [NH2:1][C:2]1[C:7]([C:8]([C:10]2[C:15]([O:16]C)=[C:14]([O:18][CH3:19])[CH:13]=[C:12]([F:20])[C:11]=2[F:21])=[O:9])=[CH:6][N:5]=[C:4]([NH:22][CH:23]2[CH2:28][CH2:27][N:26]([S:29]([CH3:32])(=[O:31])=[O:30])[CH2:25][CH2:24]2)[N:3]=1.[Cl-].[Al+3].[Cl-].[Cl-]. (2) Given the product [CH2:1]([O:5][C:6]1[N:14]=[C:13]2[C:9]([NH:10][C:11](=[O:31])[N:12]2[CH2:15][C:16]2[CH:21]=[CH:20][C:19]([CH2:22][N:23]([CH2:25][C:26]([O:28][CH3:29])=[O:27])[CH3:24])=[CH:18][CH:17]=2)=[C:8]([NH2:32])[N:7]=1)[CH2:2][CH2:3][CH3:4], predict the reactants needed to synthesize it. The reactants are: [CH2:1]([O:5][C:6]1[N:14]=[C:13]2[C:9]([NH:10][C:11](=[O:31])[N:12]2[CH2:15][C:16]2[CH:21]=[CH:20][C:19]([CH2:22][N:23]([CH2:25][C:26]([O:28][CH2:29]C)=[O:27])[CH3:24])=[CH:18][CH:17]=2)=[C:8]([NH2:32])[N:7]=1)[CH2:2][CH2:3][CH3:4].[OH-].[Na+].Cl. (3) Given the product [C:6]1([C:10]2[CH:11]=[CH:12][CH:13]=[CH:14][CH:15]=2)[CH:7]=[CH:8][CH:9]=[C:4]([NH2:1])[CH:5]=1, predict the reactants needed to synthesize it. The reactants are: [N+:1]([C:4]1[CH:5]=[C:6]([C:10]2[CH:15]=[CH:14][CH:13]=[CH:12][CH:11]=2)[CH:7]=[CH:8][CH:9]=1)([O-])=O.